This data is from Full USPTO retrosynthesis dataset with 1.9M reactions from patents (1976-2016). The task is: Predict the reactants needed to synthesize the given product. (1) Given the product [CH:25]1([S:28]([C:30]2[CH:35]=[CH:34][C:33]([C:2]3[C:21](=[O:22])[N:20]([CH2:23][CH3:24])[C:5]4[N:6]=[C:7]([NH:10][CH2:11][CH2:12][CH:13]5[CH2:18][CH2:17][N:16]([CH3:19])[CH2:15][CH2:14]5)[N:8]=[CH:9][C:4]=4[CH:3]=3)=[CH:32][CH:31]=2)=[O:29])[CH2:27][CH2:26]1, predict the reactants needed to synthesize it. The reactants are: Br[C:2]1[C:21](=[O:22])[N:20]([CH2:23][CH3:24])[C:5]2[N:6]=[C:7]([NH:10][CH2:11][CH2:12][CH:13]3[CH2:18][CH2:17][N:16]([CH3:19])[CH2:15][CH2:14]3)[N:8]=[CH:9][C:4]=2[CH:3]=1.[CH:25]1([S:28]([C:30]2[CH:35]=[CH:34][C:33](B(O)O)=[CH:32][CH:31]=2)=[O:29])[CH2:27][CH2:26]1.P([O-])([O-])([O-])=O.[K+].[K+].[K+]. (2) The reactants are: CS(O[CH2:6][CH2:7][CH2:8][CH:9]1[CH2:21][C:20]2[C:19]3[C:14](=[CH:15][CH:16]=[C:17]([O:22][CH3:23])[CH:18]=3)[NH:13][C:12]=2[C:11](=[O:24])[NH:10]1)(=O)=O.[N-:25]=[N+:26]=[N-:27].[Na+].O. Given the product [N:25]([CH2:6][CH2:7][CH2:8][CH:9]1[CH2:21][C:20]2[C:19]3[C:14](=[CH:15][CH:16]=[C:17]([O:22][CH3:23])[CH:18]=3)[NH:13][C:12]=2[C:11](=[O:24])[NH:10]1)=[N+:26]=[N-:27], predict the reactants needed to synthesize it. (3) Given the product [CH2:4]([N:5]1[C:10](=[O:11])[CH:9]=[CH:8][C:7]([C:12]2[C:13]3[C:14](=[CH:26][CH:19]=[CH:20][CH:21]=3)[N:15]([CH2:22][C:23]([O:25][C:37]([CH3:40])([CH3:38])[CH3:36])=[O:24])[C:16]=2[CH3:17])=[CH:6]1)[C:3]1[CH:27]=[CH:28][CH:29]=[CH:30][CH:2]=1, predict the reactants needed to synthesize it. The reactants are: F[C:2]1[CH:30]=[CH:29][CH:28]=[C:27](F)[C:3]=1[CH2:4][N:5]1[C:10](=[O:11])[CH:9]=[CH:8][C:7]([CH2:12][C:13]2[C:21]3[C:16](=[CH:17]C=[CH:19][CH:20]=3)[N:15]([CH2:22][C:23]([OH:25])=[O:24])[C:14]=2[CH3:26])=[CH:6]1.COC1N=[CH:38][C:37]([C:40]2C3C(=CC=CC=3)N(CC(OC(C)(C)C)=O)C=2C)=[CH:36]C=1.[I-].[Na+].C(Br)C1C=CC=CC=1. (4) Given the product [NH2:17][C:13]1[CH:12]=[CH:11][C:10]([S:7]([C:1]2[CH:6]=[CH:5][CH:4]=[CH:3][CH:2]=2)(=[O:9])=[O:8])=[CH:15][C:14]=1[OH:16], predict the reactants needed to synthesize it. The reactants are: [C:1]1([S:7]([C:10]2[CH:11]=[CH:12][C:13]([N+:17]([O-])=O)=[C:14]([OH:16])[CH:15]=2)(=[O:9])=[O:8])[CH:6]=[CH:5][CH:4]=[CH:3][CH:2]=1. (5) Given the product [CH2:3]1[C:4]2([CH2:10][CH2:9][NH:8][CH2:7][CH2:6]2)[CH2:5][C:2]1=[O:1], predict the reactants needed to synthesize it. The reactants are: [O:1]=[C:2]1[CH2:5][C:4]2([CH2:10][CH2:9][N:8](C(OC(C)(C)C)=O)[CH2:7][CH2:6]2)[CH2:3]1. (6) Given the product [ClH:51].[ClH:51].[CH:1]1([N:13]2[CH2:14][CH2:15][CH:16]([N:19]3[C:23]4[CH:24]=[CH:25][CH:26]=[CH:27][C:22]=4[N:21]([CH2:28][C:29]([N:37]4[CH2:38][CH2:39][N:34]([CH3:33])[CH2:35][CH2:36]4)=[O:30])[C:20]3=[O:32])[CH2:17][CH2:18]2)[C:11]2=[C:12]3[C:7](=[CH:8][CH:9]=[CH:10]2)[CH:6]=[CH:5][CH:4]=[C:3]3[CH2:2]1, predict the reactants needed to synthesize it. The reactants are: [CH:1]1([N:13]2[CH2:18][CH2:17][CH:16]([N:19]3[C:23]4[CH:24]=[CH:25][CH:26]=[CH:27][C:22]=4[N:21]([CH2:28][C:29](O)=[O:30])[C:20]3=[O:32])[CH2:15][CH2:14]2)[C:11]2=[C:12]3[C:7](=[CH:8][CH:9]=[CH:10]2)[CH:6]=[CH:5][CH:4]=[C:3]3[CH2:2]1.[CH3:33][N:34]1[CH2:39][CH2:38][NH:37][CH2:36][CH2:35]1.CCN=C=NCCCN(C)C.[ClH:51].C1C=CC2N(O)N=NC=2C=1.C(N(CC)CC)C. (7) Given the product [C:16]([O:20][C:21]([N:23]1[CH2:28][CH2:27][CH:26]([NH:29][CH2:11][C:10]2[CH:13]=[CH:14][CH:15]=[C:8]([C:6]3[CH:5]=[CH:4][N:3]=[C:2]([Cl:1])[N:7]=3)[CH:9]=2)[CH2:25][CH2:24]1)=[O:22])([CH3:19])([CH3:17])[CH3:18], predict the reactants needed to synthesize it. The reactants are: [Cl:1][C:2]1[N:7]=[C:6]([C:8]2[CH:9]=[C:10]([CH:13]=[CH:14][CH:15]=2)[CH:11]=O)[CH:5]=[CH:4][N:3]=1.[C:16]([O:20][C:21]([N:23]1[CH2:28][CH2:27][CH:26]([NH2:29])[CH2:25][CH2:24]1)=[O:22])([CH3:19])([CH3:18])[CH3:17]. (8) Given the product [O:5]1[CH2:6][CH2:7][CH:2]([O:1][C:11]2[CH:18]=[CH:17][C:14]([C:15]#[N:16])=[CH:13][CH:12]=2)[CH2:3][CH2:4]1, predict the reactants needed to synthesize it. The reactants are: [OH:1][CH:2]1[CH2:7][CH2:6][O:5][CH2:4][CH2:3]1.[H-].[Na+].Cl[C:11]1[CH:18]=[CH:17][C:14]([C:15]#[N:16])=[CH:13][CH:12]=1.CC(O)=O. (9) Given the product [C:17]([O:16][C:14](=[O:15])[N:9]([CH2:8][C:5]1[CH:6]=[N:7][C:2]([Br:1])=[CH:3][CH:4]=1)[CH2:10][CH2:11][O:12][CH3:13])([CH3:20])([CH3:19])[CH3:18], predict the reactants needed to synthesize it. The reactants are: [Br:1][C:2]1[N:7]=[CH:6][C:5]([CH2:8][NH:9][CH2:10][CH2:11][O:12][CH3:13])=[CH:4][CH:3]=1.[C:14](O[C:14]([O:16][C:17]([CH3:20])([CH3:19])[CH3:18])=[O:15])([O:16][C:17]([CH3:20])([CH3:19])[CH3:18])=[O:15].